This data is from Peptide-MHC class I binding affinity with 185,985 pairs from IEDB/IMGT. The task is: Regression. Given a peptide amino acid sequence and an MHC pseudo amino acid sequence, predict their binding affinity value. This is MHC class I binding data. (1) The peptide sequence is VTFQGKFKK. The MHC is HLA-B07:02 with pseudo-sequence HLA-B07:02. The binding affinity (normalized) is 0.0847. (2) The peptide sequence is LICYQIEYI. The MHC is HLA-A02:03 with pseudo-sequence HLA-A02:03. The binding affinity (normalized) is 0.0847. (3) The peptide sequence is RRDNRRGLRM. The MHC is HLA-B27:05 with pseudo-sequence HLA-B27:05. The binding affinity (normalized) is 0.780. (4) The peptide sequence is RIEQLYPFA. The MHC is HLA-A02:16 with pseudo-sequence HLA-A02:16. The binding affinity (normalized) is 0.475. (5) The peptide sequence is STSRSYMSF. The MHC is HLA-A31:01 with pseudo-sequence HLA-A31:01. The binding affinity (normalized) is 0.0847. (6) The peptide sequence is DFFLKSKFNI. The MHC is HLA-A30:02 with pseudo-sequence HLA-A30:02. The binding affinity (normalized) is 0.273. (7) The peptide sequence is IRLRPGGKK. The binding affinity (normalized) is 0. The MHC is HLA-A02:02 with pseudo-sequence HLA-A02:02. (8) The peptide sequence is SYSTPALTL. The MHC is HLA-A24:03 with pseudo-sequence HLA-A24:03. The binding affinity (normalized) is 1.00. (9) The peptide sequence is KFKRKLMYV. The MHC is HLA-B27:03 with pseudo-sequence HLA-B27:03. The binding affinity (normalized) is 0.0847. (10) The peptide sequence is VLLTRSPDQ. The MHC is HLA-A80:01 with pseudo-sequence HLA-A80:01. The binding affinity (normalized) is 0.0847.